Dataset: Forward reaction prediction with 1.9M reactions from USPTO patents (1976-2016). Task: Predict the product of the given reaction. (1) Given the reactants [C:1]([C:5]1[CH:6]=[C:7]([NH:11][C:12]2[C:17]([F:18])=[CH:16][N:15]=[C:14]([NH:19][C:20]3[CH:21]=[CH:22][C:23]4[O:27][C:26]([C:28](OC)=[O:29])=[CH:25][C:24]=4[CH:32]=3)[N:13]=2)[CH:8]=[CH:9][CH:10]=1)([CH3:4])([CH3:3])[CH3:2].Cl.[CH3:34][NH2:35], predict the reaction product. The product is: [C:1]([C:5]1[CH:6]=[C:7]([NH:11][C:12]2[C:17]([F:18])=[CH:16][N:15]=[C:14]([NH:19][C:20]3[CH:21]=[CH:22][C:23]4[O:27][C:26]([C:28]([NH:35][CH3:34])=[O:29])=[CH:25][C:24]=4[CH:32]=3)[N:13]=2)[CH:8]=[CH:9][CH:10]=1)([CH3:2])([CH3:4])[CH3:3]. (2) Given the reactants Cl[CH2:2][C:3]1[CH:4]=[CH:5][C:6]([NH:9][C:10](=[O:16])[O:11][C:12]([CH3:15])([CH3:14])[CH3:13])=[N:7][CH:8]=1.[F:17][C@H:18]1[CH2:22][CH2:21][NH:20][CH2:19]1.C(=O)([O-])[O-].[K+].[K+].[I-].[Na+], predict the reaction product. The product is: [F:17][C@H:18]1[CH2:22][CH2:21][N:20]([CH2:2][C:3]2[CH:4]=[CH:5][C:6]([NH:9][C:10](=[O:16])[O:11][C:12]([CH3:15])([CH3:14])[CH3:13])=[N:7][CH:8]=2)[CH2:19]1. (3) The product is: [Br:19][C:15]1[CH:16]=[C:17]([F:18])[C:12]([O:11][CH2:10][C:7]2([CH2:6][C:21]#[N:22])[CH2:9][CH2:8]2)=[C:13]([F:20])[CH:14]=1. Given the reactants CS(O[CH2:6][C:7]1([CH2:10][O:11][C:12]2[C:17]([F:18])=[CH:16][C:15]([Br:19])=[CH:14][C:13]=2[F:20])[CH2:9][CH2:8]1)(=O)=O.[C-:21]#[N:22].[Na+], predict the reaction product. (4) Given the reactants [Cl:1][CH2:2][C:3]1[CH:11]=[CH:10][C:6]([C:7](Cl)=[O:8])=[CH:5][CH:4]=1.[CH2:12]([O:14][CH:15]([O:19][CH2:20][CH3:21])[CH2:16][CH2:17][NH2:18])[CH3:13].C(N(CC)CC)C, predict the reaction product. The product is: [Cl:1][CH2:2][C:3]1[CH:11]=[CH:10][C:6]([C:7]([NH:18][CH2:17][CH2:16][CH:15]([O:19][CH2:20][CH3:21])[O:14][CH2:12][CH3:13])=[O:8])=[CH:5][CH:4]=1. (5) Given the reactants [C:1]([O:5][C:6]([N:8]1[CH2:13][CH2:12][N:11]([CH2:14][C:15]2[C:20]([C:21]([F:24])([F:23])[F:22])=[CH:19][C:18]([C:25]([O:27]CC)=[O:26])=[C:17]([NH2:30])[C:16]=2[Br:31])[CH2:10][CH2:9]1)=[O:7])([CH3:4])([CH3:3])[CH3:2].NC1C(Cl)=C(C=O)C(C(F)(F)F)=CC=1C(O)=O, predict the reaction product. The product is: [C:1]([O:5][C:6]([N:8]1[CH2:13][CH2:12][N:11]([CH2:14][C:15]2[C:20]([C:21]([F:22])([F:24])[F:23])=[CH:19][C:18]([C:25]([OH:27])=[O:26])=[C:17]([NH2:30])[C:16]=2[Br:31])[CH2:10][CH2:9]1)=[O:7])([CH3:4])([CH3:2])[CH3:3]. (6) Given the reactants C([O:8][C:9]1[CH:18]=[CH:17][C:16]([CH:19]([OH:40])[CH2:20][NH:21][C:22]([CH3:39])([CH3:38])[CH2:23][CH2:24][N:25]2[CH:29]=[N:28][C:27]([C:30]3[CH:35]=[CH:34][C:33]([O:36][CH3:37])=[CH:32][CH:31]=3)=[N:26]2)=[CH:15][C:10]=1[C:11](OC)=[O:12])C1C=CC=CC=1.COC1C=CC(C2N=CN(CCC(N)(C)C)N=2)=CC=1.C([O-])(=O)C([O-])=O, predict the reaction product. The product is: [OH:40][CH:19]([C:16]1[CH:17]=[CH:18][C:9]([OH:8])=[C:10]([CH2:11][OH:12])[CH:15]=1)[CH2:20][NH:21][C:22]([CH3:39])([CH3:38])[CH2:23][CH2:24][N:25]1[CH:29]=[N:28][C:27]([C:30]2[CH:31]=[CH:32][C:33]([O:36][CH3:37])=[CH:34][CH:35]=2)=[N:26]1. (7) Given the reactants Cl.[CH:2]1[C:15]2[NH:14][C:13]3[C:8](=[CH:9][CH:10]=[CH:11][CH:12]=3)[S:7][C:6]=2[CH:5]=[CH:4][C:3]=1[C:16]1[N:17]=[C:18]([CH2:21][NH2:22])[S:19][CH:20]=1.[C:23](Cl)(=[O:27])[CH2:24][CH2:25][CH3:26].C(Cl)(=O)C, predict the reaction product. The product is: [CH:2]1[C:15]2[NH:14][C:13]3[C:8](=[CH:9][CH:10]=[CH:11][CH:12]=3)[S:7][C:6]=2[CH:5]=[CH:4][C:3]=1[C:16]1[N:17]=[C:18]([CH2:21][NH:22][C:23](=[O:27])[CH2:24][CH2:25][CH3:26])[S:19][CH:20]=1. (8) Given the reactants Br[C:2]1[N:7]=[C:6]([NH:8][C:9]2[O:10][C:11]3([CH2:19][N:20]=2)[CH:16]2[CH2:17][CH2:18][N:13]([CH2:14][CH2:15]2)[CH2:12]3)[CH:5]=[CH:4][CH:3]=1, predict the reaction product. The product is: [N:7]1[CH:2]=[CH:3][CH:4]=[CH:5][C:6]=1[NH:8][C:9]1[O:10][C:11]2([CH2:19][N:20]=1)[CH:16]1[CH2:17][CH2:18][N:13]([CH2:14][CH2:15]1)[CH2:12]2. (9) Given the reactants [OH:1][C:2]1[CH:3]=[C:4]2[C:9](=[CH:10][CH:11]=1)[NH:8][C:7](=[O:12])[CH2:6][CH2:5]2.[CH:13]1([N:19]2[C:23]([CH2:24][CH2:25][CH2:26][CH2:27]Cl)=[N:22][N:21]=[N:20]2)[CH2:18][CH2:17][CH2:16][CH2:15][CH2:14]1.C(=O)([O-])[O-].[K+].[K+].C1(C)C=CC=CC=1, predict the reaction product. The product is: [CH:13]1([N:19]2[C:23]([CH2:24][CH2:25][CH2:26][CH2:27][O:1][C:2]3[CH:3]=[C:4]4[C:9](=[CH:10][CH:11]=3)[NH:8][C:7](=[O:12])[CH2:6][CH2:5]4)=[N:22][N:21]=[N:20]2)[CH2:14][CH2:15][CH2:16][CH2:17][CH2:18]1. (10) Given the reactants N[C:2]1[C:11]([CH3:12])=[C:10]([CH3:13])[C:9]([Br:14])=[CH:8][C:3]=1[C:4]([O:6][CH3:7])=[O:5].N([O-])=[O:16].[Na+], predict the reaction product. The product is: [Br:14][C:9]1[C:10]([CH3:13])=[C:11]([CH3:12])[C:2]([OH:16])=[C:3]([CH:8]=1)[C:4]([O:6][CH3:7])=[O:5].